Dataset: Forward reaction prediction with 1.9M reactions from USPTO patents (1976-2016). Task: Predict the product of the given reaction. Given the reactants [F:1][C:2]([F:38])([F:37])[C:3]1[CH:32]=[C:31]([C:33]([F:36])([F:35])[F:34])[CH:30]=[CH:29][C:4]=1[CH2:5][N:6]1[C:14]2[C:9](=[CH:10][C:11]([CH:15]=[C:16]3[S:20][C:19]([N:21]([CH3:27])[CH:22]4[CH2:26][CH2:25][NH:24][CH2:23]4)=[N:18][C:17]3=[O:28])=[CH:12][CH:13]=2)[CH:8]=[N:7]1.C(=O)([O-])[O-].[K+].[K+].Br[CH2:46][C:47]([NH2:49])=[O:48], predict the reaction product. The product is: [F:38][C:2]([F:37])([F:1])[C:3]1[CH:32]=[C:31]([C:33]([F:36])([F:34])[F:35])[CH:30]=[CH:29][C:4]=1[CH2:5][N:6]1[C:14]2[C:9](=[CH:10][C:11]([CH:15]=[C:16]3[S:20][C:19]([N:21]([CH3:27])[C@@H:22]4[CH2:26][CH2:25][N:24]([CH2:46][C:47]([NH2:49])=[O:48])[CH2:23]4)=[N:18][C:17]3=[O:28])=[CH:12][CH:13]=2)[CH:8]=[N:7]1.